This data is from TCR-epitope binding with 47,182 pairs between 192 epitopes and 23,139 TCRs. The task is: Binary Classification. Given a T-cell receptor sequence (or CDR3 region) and an epitope sequence, predict whether binding occurs between them. (1) The epitope is PROT_97E67BCC. The TCR CDR3 sequence is CASRRGGGDTQYF. Result: 0 (the TCR does not bind to the epitope). (2) The epitope is NLVPMVATV. The TCR CDR3 sequence is CASSLGSGGPIRETQYF. Result: 0 (the TCR does not bind to the epitope).